This data is from Reaction yield outcomes from USPTO patents with 853,638 reactions. The task is: Predict the reaction yield, written as a fraction of the theoretical maximum amount of product (1.0 means a 100% yield; for example, 0.34 means a 34% yield). (1) The reactants are [CH2:1]([O:8][C:9]1[CH:14]=[CH:13][C:12]([N+:15]([O-])=O)=[C:11]([F:18])[CH:10]=1)[C:2]1[CH:7]=[CH:6][CH:5]=[CH:4][CH:3]=1.[Cl-].[NH4+]. The catalyst is C(O)C.O.[Fe]. The product is [CH2:1]([O:8][C:9]1[CH:14]=[CH:13][C:12]([NH2:15])=[C:11]([F:18])[CH:10]=1)[C:2]1[CH:3]=[CH:4][CH:5]=[CH:6][CH:7]=1. The yield is 0.813. (2) The reactants are [CH3:1][O:2][C:3]([C:5]#[C:6][C:7]([O:9][CH3:10])=[O:8])=[O:4].[CH3:11][O:12][C:13]1[CH:14]=[C:15]2[C:20](=[C:21]([NH2:23])[CH:22]=1)[N:19]=[CH:18][CH:17]=[CH:16]2. The catalyst is CO. The product is [CH3:1][O:2][C:3](=[O:4])[C:5]([NH:23][C:21]1[CH:22]=[C:13]([O:12][CH3:11])[CH:14]=[C:15]2[C:20]=1[N:19]=[CH:18][CH:17]=[CH:16]2)=[CH:6][C:7]([O:9][CH3:10])=[O:8]. The yield is 0.300. (3) The reactants are [C:1]([O:5][C:6]([N:8]1[CH2:13][CH2:12][C@H:11]([O:14][C:15]2[CH:16]=[C:17]3[C:22](=[CH:23][C:24]=2[O:25][CH3:26])[N:21]=[CH:20][N:19]=[C:18]3[NH:27][C:28]2[CH:33]=[CH:32][CH:31]=[C:30]([Cl:34])[C:29]=2[F:35])[CH2:10][C@H:9]1[C:36]([OH:38])=O)=[O:7])([CH3:4])([CH3:3])[CH3:2].C[N:40]1CCOCC1.N. The catalyst is C1COCC1.C(Cl)Cl. The product is [NH2:40][C:36]([C@@H:9]1[CH2:10][C@@H:11]([O:14][C:15]2[CH:16]=[C:17]3[C:22](=[CH:23][C:24]=2[O:25][CH3:26])[N:21]=[CH:20][N:19]=[C:18]3[NH:27][C:28]2[CH:33]=[CH:32][CH:31]=[C:30]([Cl:34])[C:29]=2[F:35])[CH2:12][CH2:13][N:8]1[C:6]([O:5][C:1]([CH3:3])([CH3:4])[CH3:2])=[O:7])=[O:38]. The yield is 1.00. (4) The reactants are [CH3:1][O:2][CH2:3][C:4]1[CH:5]=[C:6]2[C:11](=[CH:12][CH:13]=1)[CH:10]([C:14]([O:16]CC)=[O:15])[N:9]([C:19]([O:21][C:22]([CH3:25])([CH3:24])[CH3:23])=[O:20])[CH2:8][CH2:7]2.C1COCC1.O.[OH-].[Li+]. The catalyst is CO. The product is [C:22]([O:21][C:19]([N:9]1[CH2:8][CH2:7][C:6]2[C:11](=[CH:12][CH:13]=[C:4]([CH2:3][O:2][CH3:1])[CH:5]=2)[CH:10]1[C:14]([OH:16])=[O:15])=[O:20])([CH3:25])([CH3:23])[CH3:24]. The yield is 1.01. (5) The reactants are I[C:2]1[CH:7]=[CH:6][C:5]([OH:8])=[C:4]([CH3:9])[CH:3]=1.[C:10]([Cu])#[N:11]. The catalyst is CN(C=O)C. The product is [CH3:9][C:4]1[CH:3]=[C:2]([CH:7]=[CH:6][C:5]=1[OH:8])[C:10]#[N:11]. The yield is 0.980. (6) The reactants are [C:1]([C:3]1[CH:8]=[CH:7][C:6]([O:9][C:10]2[CH:15]=[CH:14][CH:13]=[CH:12][CH:11]=2)=[CH:5][CH:4]=1)#[CH:2].[N:16]([C:19]1[CH:24]=[CH:23][C:22]([CH2:25][C@H:26]([NH:30]C(OC(C)(C)C)=O)[C:27]([OH:29])=[O:28])=[CH:21][CH:20]=1)=[N+:17]=[N-:18].Cl. The catalyst is O.O1CCOCC1.CO. The product is [NH2:30][C@@H:26]([CH2:25][C:22]1[CH:23]=[CH:24][C:19]([N:16]2[CH:2]=[C:1]([C:3]3[CH:8]=[CH:7][C:6]([O:9][C:10]4[CH:15]=[CH:14][CH:13]=[CH:12][CH:11]=4)=[CH:5][CH:4]=3)[N:18]=[N:17]2)=[CH:20][CH:21]=1)[C:27]([OH:29])=[O:28]. The yield is 0.290. (7) The reactants are [F:1][C:2]1[CH:10]=[N:9][CH:8]=[CH:7][C:3]=1[C:4]([OH:6])=O.ClC1N=C(OC)N=C(OC)N=1.CN1CCOCC1.[F:29][C:30]1[CH:31]=[C:32]([NH2:46])[CH:33]=[CH:34][C:35]=1[C:36]1[N:40]([CH3:41])[N:39]=[C:38]([C:42]([F:45])([F:44])[F:43])[CH:37]=1.CC(=O)OCC.[Cl-].[Na+].O. The catalyst is C(Cl)Cl. The product is [F:1][C:2]1[CH:10]=[N:9][CH:8]=[CH:7][C:3]=1[C:4]([NH:46][C:32]1[CH:33]=[CH:34][C:35]([C:36]2[N:40]([CH3:41])[N:39]=[C:38]([C:42]([F:44])([F:45])[F:43])[CH:37]=2)=[C:30]([F:29])[CH:31]=1)=[O:6]. The yield is 0.558. (8) The reactants are I[C:2]1[C:10]2[C:5](=[N:6][CH:7]=[CH:8][CH:9]=2)[N:4]([Si:11]([CH:18]([CH3:20])[CH3:19])([CH:15]([CH3:17])[CH3:16])[CH:12]([CH3:14])[CH3:13])[CH:3]=1.C([Mg]Cl)(C)C.[CH2:26]([O:33][C:34]1[C:41]([O:42][CH3:43])=[CH:40][C:37]([CH:38]=[O:39])=[C:36]([F:44])[CH:35]=1)[C:27]1[CH:32]=[CH:31][CH:30]=[CH:29][CH:28]=1.O. The catalyst is O1CCCC1. The product is [CH2:26]([O:33][C:34]1[C:41]([O:42][CH3:43])=[CH:40][C:37]([CH:38]([C:2]2[C:10]3[C:5](=[N:6][CH:7]=[CH:8][CH:9]=3)[N:4]([Si:11]([CH:18]([CH3:20])[CH3:19])([CH:15]([CH3:17])[CH3:16])[CH:12]([CH3:14])[CH3:13])[CH:3]=2)[OH:39])=[C:36]([F:44])[CH:35]=1)[C:27]1[CH:28]=[CH:29][CH:30]=[CH:31][CH:32]=1. The yield is 0.630.